This data is from Catalyst prediction with 721,799 reactions and 888 catalyst types from USPTO. The task is: Predict which catalyst facilitates the given reaction. (1) Reactant: [CH2:1]([CH:5]1[CH2:10][CH2:9][CH:8]([CH:11]2[CH2:20][CH2:19][C:14]3(OCC[O:15]3)[CH2:13][CH2:12]2)[CH2:7][CH2:6]1)[CH:2]([CH3:4])[CH3:3].FC(F)(F)C(O)=O. Product: [CH2:1]([CH:5]1[CH2:10][CH2:9][CH:8]([CH:11]2[CH2:12][CH2:13][C:14](=[O:15])[CH2:19][CH2:20]2)[CH2:7][CH2:6]1)[CH:2]([CH3:4])[CH3:3]. The catalyst class is: 95. (2) Product: [CH2:24]1[CH:19]2[CH:18]([CH2:23][CH2:22][CH2:21][CH2:20]2)[CH2:16][CH2:17][CH2:25]1. Reactant: C(OC)(=O)C(C)=C.C=CC1C=CC=CC=1.[CH:16]([C:18]1[CH:23]=[CH:22][CH:21]=[CH:20][C:19]=1[CH:24]=[CH2:25])=[CH2:17].C1(S(OCCCCCCCCCCCC)(=O)=O)C=CC=CC=1.[Na]. The catalyst class is: 6. (3) Reactant: [Br:1][C:2]1[CH:3]=[C:4]2[C:9](=[CH:10][CH:11]=1)[N:8]=[C:7]([SH:12])[N:6]=[C:5]2[OH:13].CI.[O-][CH2:17]C.[Na+].Cl. Product: [Br:1][C:2]1[CH:3]=[C:4]2[C:9](=[CH:10][CH:11]=1)[N:8]=[C:7]([S:12][CH3:17])[N:6]=[C:5]2[OH:13]. The catalyst class is: 3. (4) Reactant: [C:1]1([CH3:9])[C:2]([CH:7]=O)=[CH:3][CH:4]=[CH:5][CH:6]=1.C([O-])(=O)C.[NH4+].[N+:15]([CH3:18])([O-:17])=[O:16]. Product: [CH3:9][C:1]1[CH:6]=[CH:5][CH:4]=[CH:3][C:2]=1[CH:7]=[CH:18][N+:15]([O-:17])=[O:16]. The catalyst class is: 86. (5) Reactant: [F:1][C:2]([F:25])([C:21]([F:24])([F:23])[F:22])[C:3]([NH:5][CH2:6][CH2:7][CH2:8][CH2:9][NH:10][CH2:11][C:12]1[N:17]2[CH:18]=[CH:19][N:20]=[C:16]2[CH:15]=[CH:14][CH:13]=1)=[O:4].[CH2:26]=O. Product: [F:25][C:2]([F:1])([C:21]([F:23])([F:24])[F:22])[C:3]([NH:5][CH2:6][CH2:7][CH2:8][CH2:9][N:10]1[CH2:11][C:12]2[N:17]3[C:18](=[CH:19][N:20]=[C:16]3[CH:15]=[CH:14][CH:13]=2)[CH2:26]1)=[O:4]. The catalyst class is: 15.